Dataset: Reaction yield outcomes from USPTO patents with 853,638 reactions. Task: Predict the reaction yield, written as a fraction of the theoretical maximum amount of product (1.0 means a 100% yield; for example, 0.34 means a 34% yield). (1) The reactants are [C:1]([N:8]1[CH2:13][CH2:12][CH2:11][CH2:10][C:9]1=O)([O:3][C:4]([CH3:7])([CH3:6])[CH3:5])=[O:2].[CH2:15]([NH2:22])[C:16]1[CH:21]=[CH:20][CH:19]=[CH:18][CH:17]=1.C(O)(=O)C.C(O[BH-](OC(=O)C)OC(=O)C)(=O)C.[Na+]. The catalyst is C1COCC1. The product is [C:4]([O:3][C:1]([N:8]1[CH2:13][CH2:12][CH:11]([NH:22][CH2:15][C:16]2[CH:21]=[CH:20][CH:19]=[CH:18][CH:17]=2)[CH2:10][CH2:9]1)=[O:2])([CH3:7])([CH3:6])[CH3:5]. The yield is 0.980. (2) The yield is 0.970. The product is [C:10]1([C:9]([C:17]2[CH:22]=[CH:21][CH:20]=[CH:19][CH:18]=2)=[CH2:4])[CH:15]=[CH:14][CH:13]=[CH:12][CH:11]=1. The reactants are [Mg].II.[CH2:4](Br)C.CCl.[C:9]([C:17]1[CH:22]=[CH:21][CH:20]=[CH:19][CH:18]=1)(=O)[C:10]1[CH:15]=[CH:14][CH:13]=[CH:12][CH:11]=1.[Cl-].[NH4+]. The catalyst is C1COCC1. (3) The reactants are C([N:8]1[CH2:13][CH2:12][N:11]2[CH:14]=[N:15][C:16]([C:17]([O:19][CH3:20])=[O:18])=[C:10]2[CH2:9]1)C1C=CC=CC=1.[C:29](O[C:29]([O:31][C:32]([CH3:35])([CH3:34])[CH3:33])=[O:30])([O:31][C:32]([CH3:35])([CH3:34])[CH3:33])=[O:30]. The catalyst is C(O)C.[Pd]. The product is [C:16]1([C:17]([O:19][CH3:20])=[O:18])[N:15]=[CH:14][N:11]2[CH2:12][CH2:13][N:8]([C:29]([O:31][C:32]([CH3:33])([CH3:34])[CH3:35])=[O:30])[CH2:9][C:10]=12. The yield is 0.800. (4) The reactants are [Cl:1][C:2]1[N:3]=[C:4](Cl)[C:5]2[O:10][CH:9]=[CH:8][C:6]=2[N:7]=1.[N+:12]([C:15]1[CH:16]=[C:17]([OH:21])[CH:18]=[CH:19][CH:20]=1)([O-:14])=[O:13].C(N(C(C)C)CC)(C)C. The catalyst is CO. The product is [Cl:1][C:2]1[N:3]=[C:4]([O:21][C:17]2[CH:18]=[CH:19][CH:20]=[C:15]([N+:12]([O-:14])=[O:13])[CH:16]=2)[C:5]2[O:10][CH:9]=[CH:8][C:6]=2[N:7]=1. The yield is 0.640. (5) The reactants are Cl[C:2]1[C:7]([Cl:8])=[N:6][CH:5]=[CH:4][N:3]=1.[F:9][C:10]([F:22])([F:21])[C:11]1[CH:16]=[CH:15][CH:14]=[CH:13][C:12]=1[S:17]([NH2:20])(=[O:19])=[O:18]. No catalyst specified. The product is [Cl:8][C:7]1[C:2]([NH:20][S:17]([C:12]2[CH:13]=[CH:14][CH:15]=[CH:16][C:11]=2[C:10]([F:9])([F:22])[F:21])(=[O:18])=[O:19])=[N:3][CH:4]=[CH:5][N:6]=1. The yield is 0.630. (6) The reactants are [NH2:1][CH2:2][CH2:3][CH2:4][CH2:5][CH2:6][CH2:7][OH:8].[C:9](=O)([O:15]C(C)(C)C)[O:10][C:11]([CH3:14])([CH3:13])[CH3:12]. The catalyst is CO. The product is [C:11]([O:10][C:9]([NH:1][CH2:2][CH2:3][CH2:4][CH2:5][CH2:6][CH2:7][OH:8])=[O:15])([CH3:14])([CH3:13])[CH3:12]. The yield is 0.970.